Dataset: NCI-60 drug combinations with 297,098 pairs across 59 cell lines. Task: Regression. Given two drug SMILES strings and cell line genomic features, predict the synergy score measuring deviation from expected non-interaction effect. (1) Drug 1: CN1C(=O)N2C=NC(=C2N=N1)C(=O)N. Drug 2: CCC1(C2=C(COC1=O)C(=O)N3CC4=CC5=C(C=CC(=C5CN(C)C)O)N=C4C3=C2)O.Cl. Cell line: PC-3. Synergy scores: CSS=21.1, Synergy_ZIP=-0.666, Synergy_Bliss=-0.310, Synergy_Loewe=-9.93, Synergy_HSA=1.76. (2) Drug 1: CC(C1=C(C=CC(=C1Cl)F)Cl)OC2=C(N=CC(=C2)C3=CN(N=C3)C4CCNCC4)N. Cell line: MDA-MB-435. Synergy scores: CSS=10.4, Synergy_ZIP=-3.18, Synergy_Bliss=-0.913, Synergy_Loewe=-11.5, Synergy_HSA=-5.00. Drug 2: CN1CCC(CC1)COC2=C(C=C3C(=C2)N=CN=C3NC4=C(C=C(C=C4)Br)F)OC. (3) Drug 2: CCC(=C(C1=CC=CC=C1)C2=CC=C(C=C2)OCCN(C)C)C3=CC=CC=C3.C(C(=O)O)C(CC(=O)O)(C(=O)O)O. Synergy scores: CSS=7.27, Synergy_ZIP=-0.508, Synergy_Bliss=3.76, Synergy_Loewe=-6.09, Synergy_HSA=-1.21. Cell line: T-47D. Drug 1: C1CCC(C1)C(CC#N)N2C=C(C=N2)C3=C4C=CNC4=NC=N3. (4) Drug 1: CC1=C(C=C(C=C1)NC2=NC=CC(=N2)N(C)C3=CC4=NN(C(=C4C=C3)C)C)S(=O)(=O)N.Cl. Drug 2: CC1=C(C=C(C=C1)C(=O)NC2=CC(=CC(=C2)C(F)(F)F)N3C=C(N=C3)C)NC4=NC=CC(=N4)C5=CN=CC=C5. Cell line: OVCAR-4. Synergy scores: CSS=2.24, Synergy_ZIP=-0.0727, Synergy_Bliss=-0.647, Synergy_Loewe=-2.10, Synergy_HSA=-2.37. (5) Drug 1: CCC1=C2CN3C(=CC4=C(C3=O)COC(=O)C4(CC)O)C2=NC5=C1C=C(C=C5)O. Drug 2: CC1=C(C(=O)C2=C(C1=O)N3CC4C(C3(C2COC(=O)N)OC)N4)N. Cell line: HOP-92. Synergy scores: CSS=17.7, Synergy_ZIP=-4.76, Synergy_Bliss=4.50, Synergy_Loewe=-4.85, Synergy_HSA=4.13. (6) Drug 1: CC1=C(C(=CC=C1)Cl)NC(=O)C2=CN=C(S2)NC3=CC(=NC(=N3)C)N4CCN(CC4)CCO. Drug 2: C1=NC2=C(N1)C(=S)N=CN2. Cell line: CCRF-CEM. Synergy scores: CSS=11.6, Synergy_ZIP=13.9, Synergy_Bliss=20.6, Synergy_Loewe=-4.08, Synergy_HSA=0.00000211. (7) Drug 1: C1=CC=C(C=C1)NC(=O)CCCCCCC(=O)NO. Drug 2: CC1=C(N=C(N=C1N)C(CC(=O)N)NCC(C(=O)N)N)C(=O)NC(C(C2=CN=CN2)OC3C(C(C(C(O3)CO)O)O)OC4C(C(C(C(O4)CO)O)OC(=O)N)O)C(=O)NC(C)C(C(C)C(=O)NC(C(C)O)C(=O)NCCC5=NC(=CS5)C6=NC(=CS6)C(=O)NCCC[S+](C)C)O. Cell line: HT29. Synergy scores: CSS=22.8, Synergy_ZIP=-6.11, Synergy_Bliss=-0.397, Synergy_Loewe=-4.17, Synergy_HSA=0.975. (8) Synergy scores: CSS=38.9, Synergy_ZIP=-10.2, Synergy_Bliss=-9.97, Synergy_Loewe=-9.77, Synergy_HSA=-6.39. Cell line: M14. Drug 2: B(C(CC(C)C)NC(=O)C(CC1=CC=CC=C1)NC(=O)C2=NC=CN=C2)(O)O. Drug 1: C1=NC(=NC(=O)N1C2C(C(C(O2)CO)O)O)N. (9) Drug 1: CC1C(C(CC(O1)OC2CC(CC3=C2C(=C4C(=C3O)C(=O)C5=C(C4=O)C(=CC=C5)OC)O)(C(=O)CO)O)N)O.Cl. Drug 2: C(CN)CNCCSP(=O)(O)O. Cell line: ACHN. Synergy scores: CSS=2.96, Synergy_ZIP=0.640, Synergy_Bliss=5.55, Synergy_Loewe=-5.86, Synergy_HSA=1.81. (10) Drug 1: CN1CCC(CC1)COC2=C(C=C3C(=C2)N=CN=C3NC4=C(C=C(C=C4)Br)F)OC. Drug 2: CC1=C(C(CCC1)(C)C)C=CC(=CC=CC(=CC(=O)O)C)C. Cell line: U251. Synergy scores: CSS=-5.34, Synergy_ZIP=1.51, Synergy_Bliss=-3.69, Synergy_Loewe=-13.1, Synergy_HSA=-9.47.